Dataset: Catalyst prediction with 721,799 reactions and 888 catalyst types from USPTO. Task: Predict which catalyst facilitates the given reaction. (1) Reactant: [C:1]([O:5][C:6](=[O:21])[N:7]([C@H:9]([C:13]1[C:18]([F:19])=[C:17]([Cl:20])[CH:16]=[CH:15][N:14]=1)[CH2:10][CH:11]=C)[CH3:8])([CH3:4])([CH3:3])[CH3:2].Cl.CCN(C(C)C)C(C)C.[O:32](C(OC(C)(C)C)=O)C(OC(C)(C)C)=O. Product: [Cl:20][C:17]1[CH:16]=[CH:15][N:14]=[C:13]([C@@H:9]([N:7]([CH3:8])[C:6](=[O:21])[O:5][C:1]([CH3:4])([CH3:3])[CH3:2])[CH2:10][CH:11]=[O:32])[C:18]=1[F:19]. The catalyst class is: 169. (2) Reactant: C(O[C:6](=[O:32])[NH:7][CH2:8][CH2:9][NH:10][C:11]([C:13]1[N:14]=[CH:15][C:16]2[C:17](=[O:31])[N:18]([CH2:24][C:25]3[CH:30]=[CH:29][CH:28]=[CH:27][CH:26]=3)[CH:19]=[CH:20][C:21]=2[C:22]=1[OH:23])=[O:12])(C)(C)C.FC(F)(F)C(O)=O.C(N(CC)CC)C.[CH:47]([N:50]=C=O)([CH3:49])[CH3:48].Cl. Product: [CH:47]([NH:50][C:6](=[O:32])[NH:7][CH2:8][CH2:9][NH:10][C:11]([C:13]1[N:14]=[CH:15][C:16]2[C:17](=[O:31])[N:18]([CH2:24][C:25]3[CH:30]=[CH:29][CH:28]=[CH:27][CH:26]=3)[CH:19]=[CH:20][C:21]=2[C:22]=1[OH:23])=[O:12])([CH3:49])[CH3:48]. The catalyst class is: 91.